Dataset: Catalyst prediction with 721,799 reactions and 888 catalyst types from USPTO. Task: Predict which catalyst facilitates the given reaction. (1) Reactant: Cl[CH2:2][C:3]1[O:4][C:5]([C:8]2[CH:9]=[CH:10][C:11]3[O:15][CH:14]=[C:13]([C:16]4[CH:21]=[CH:20][CH:19]=[C:18]([O:22][C:23]([F:26])([F:25])[F:24])[CH:17]=4)[C:12]=3[CH:27]=2)=[N:6][N:7]=1.[I-].[K+].[CH3:30][NH2:31].O1CCCC1. Product: [CH3:30][NH:31][CH2:2][C:3]1[O:4][C:5]([C:8]2[CH:9]=[CH:10][C:11]3[O:15][CH:14]=[C:13]([C:16]4[CH:21]=[CH:20][CH:19]=[C:18]([O:22][C:23]([F:26])([F:25])[F:24])[CH:17]=4)[C:12]=3[CH:27]=2)=[N:6][N:7]=1. The catalyst class is: 13. (2) Reactant: [N+:1]([C:4]1[CH:9]=[CH:8][C:7]([CH:10]([CH2:15][N+:16]([O-])=O)[CH2:11][N+:12]([O-])=O)=[CH:6][CH:5]=1)([O-])=O.[H][H]. Product: [NH2:1][C:4]1[CH:5]=[CH:6][C:7]([CH:10]([CH2:15][NH2:16])[CH2:11][NH2:12])=[CH:8][CH:9]=1. The catalyst class is: 603. (3) Reactant: Br[CH2:2][C:3]1[CH:8]=[CH:7][C:6]([C:9]#[N:10])=[CH:5][CH:4]=1.[Na].[NH:12]1[CH:16]=[N:15][CH:14]=[N:13]1. Product: [N:12]1([CH2:2][C:3]2[CH:8]=[CH:7][C:6]([C:9]#[N:10])=[CH:5][CH:4]=2)[CH:16]=[N:15][CH:14]=[N:13]1. The catalyst class is: 9.